From a dataset of Reaction yield outcomes from USPTO patents with 853,638 reactions. Predict the reaction yield, written as a fraction of the theoretical maximum amount of product (1.0 means a 100% yield; for example, 0.34 means a 34% yield). (1) The reactants are [Cl:1][C:2]1[CH:3]=[CH:4][C:5](F)=[C:6]([CH:9]=1)[CH:7]=[O:8].[F:11][C:12]([F:21])([F:20])[C:13]1[CH:18]=[CH:17][C:16]([OH:19])=[CH:15][CH:14]=1.C([O-])([O-])=O.[K+].[K+]. The catalyst is CN(C)C(=O)C. The product is [Cl:1][C:2]1[CH:3]=[CH:4][C:5]([O:19][C:16]2[CH:17]=[CH:18][C:13]([C:12]([F:11])([F:20])[F:21])=[CH:14][CH:15]=2)=[C:6]([CH:9]=1)[CH:7]=[O:8]. The yield is 0.580. (2) The yield is 0.290. The catalyst is CN(C)C=O. The product is [CH2:22]([O:24][C@H:25]1[CH2:26][CH2:27][C@H:28]([N:31]2[CH2:32][CH2:33][CH:34]([NH:37][C:5]3[CH:4]=[C:3]([CH3:12])[C:2]([F:1])=[CH:7][C:6]=3[N+:8]([O-:10])=[O:9])[CH2:35][CH2:36]2)[CH2:29][CH2:30]1)[CH3:23]. The reactants are [F:1][C:2]1[CH:7]=[C:6]([N+:8]([O-:10])=[O:9])[C:5](F)=[CH:4][C:3]=1[CH3:12].C(N(C(C)C)CC)(C)C.[CH2:22]([O:24][C@H:25]1[CH2:30][CH2:29][C@H:28]([N:31]2[CH2:36][CH2:35][CH:34]([NH2:37])[CH2:33][CH2:32]2)[CH2:27][CH2:26]1)[CH3:23]. (3) The reactants are C(O[C:6]([N:8]1[CH2:13][CH2:12][N:11](C2C(=O)N(CC(C)C)N=C(C3C=CC(C)=C(F)C=3)C=2C)[CH2:10][CH2:9]1)=O)(C)(C)C.[F:34][C:35]1[CH:36]=[C:37]([CH:61]=[CH:62][C:63]=1[F:64])[CH2:38][N:39]1[C:44](=[O:45])[C:43]([CH2:46]OS(C)(=O)=O)=[CH:42][C:41]([C:52]2[CH:57]=[CH:56][C:55]([O:58][CH3:59])=[C:54]([F:60])[CH:53]=2)=[N:40]1.CN1CCNCC1. No catalyst specified. The product is [F:34][C:35]1[CH:36]=[C:37]([CH:61]=[CH:62][C:63]=1[F:64])[CH2:38][N:39]1[C:44](=[O:45])[C:43]([CH2:46][N:11]2[CH2:12][CH2:13][N:8]([CH3:6])[CH2:9][CH2:10]2)=[CH:42][C:41]([C:52]2[CH:57]=[CH:56][C:55]([O:58][CH3:59])=[C:54]([F:60])[CH:53]=2)=[N:40]1. The yield is 0.550.